Predict the product of the given reaction. From a dataset of Forward reaction prediction with 1.9M reactions from USPTO patents (1976-2016). Given the reactants [Cl-].[CH2:2]([N+:6]1[CH:10]=[CH:9][N:8]([CH3:11])[CH:7]=1)[CH2:3][CH2:4][CH3:5].[P:12]([O:18]C)([O:16][CH3:17])([O:14][CH3:15])=[O:13], predict the reaction product. The product is: [CH3:15][O:14][P:12]([O-:18])([O:16][CH3:17])=[O:13].[CH2:2]([N+:6]1[CH:10]=[CH:9][N:8]([CH3:11])[CH:7]=1)[CH2:3][CH2:4][CH3:5].